This data is from Peptide-MHC class II binding affinity with 134,281 pairs from IEDB. The task is: Regression. Given a peptide amino acid sequence and an MHC pseudo amino acid sequence, predict their binding affinity value. This is MHC class II binding data. The peptide sequence is RDLEVVAATPTSLLI. The MHC is DRB1_1602 with pseudo-sequence DRB1_1602. The binding affinity (normalized) is 0.394.